From a dataset of Forward reaction prediction with 1.9M reactions from USPTO patents (1976-2016). Predict the product of the given reaction. (1) Given the reactants [Br:1][C:2]1[CH:8]=[CH:7][C:5]([NH2:6])=[C:4]([I:9])[CH:3]=1.Cl[C:11]([O:13][CH3:14])=[O:12], predict the reaction product. The product is: [Br:1][C:2]1[CH:8]=[CH:7][C:5]([NH:6][C:11](=[O:12])[O:13][CH3:14])=[C:4]([I:9])[CH:3]=1. (2) Given the reactants C(OC(=O)N(CC1C=CC2OCCOC=2C=1)C1CCN(CC[N:16]2[C:25]3[C:20](=[CH:21][CH:22]=[CH:23][CH:24]=3)[CH:19]=[CH:18][C:17]2=[O:26])CC1)(C)(C)C.[ClH:39].C(OCC)(=O)C, predict the reaction product. The product is: [ClH:39].[NH:16]1[C:25]2[C:20](=[CH:21][CH:22]=[CH:23][CH:24]=2)[CH:19]=[CH:18][C:17]1=[O:26]. (3) Given the reactants C([N:5]1[C:9]([C:10]2[CH:15]=CN=[CH:12][CH:11]=2)=[C:8]([C:16](OCC)=O)[CH:7]=[N:6]1)C(C)C.[C:21]([CH2:29][C:30]([O:32][CH2:33][CH3:34])=[O:31])(=O)[C:22]1[CH:27]=[CH:26][CH:25]=[CH:24][CH:23]=1.Cl.CC1CCCCC1NN, predict the reaction product. The product is: [CH3:15][CH:10]1[CH2:11][CH2:12][CH2:16][CH2:8][CH:9]1[N:5]1[C:21]([C:22]2[CH:27]=[CH:26][CH:25]=[CH:24][CH:23]=2)=[C:29]([C:30]([O:32][CH2:33][CH3:34])=[O:31])[CH:7]=[N:6]1. (4) Given the reactants O.O.C([C@@](C(O)=O)(O)[C@@](C(=O)C1C=CC=CC=1)(O)C(O)=O)(=O)C1C=CC=CC=1.[O:29]=[C:30]([N:44]1[CH2:49][CH2:48][N:47]2[C:50]([C:53]([F:56])([F:55])[F:54])=[N:51][N:52]=[C:46]2[CH2:45]1)[CH2:31][CH:32]([NH2:43])[CH2:33][C:34]1[CH:39]=[C:38]([F:40])[C:37]([F:41])=[CH:36][C:35]=1[F:42], predict the reaction product. The product is: [O:29]=[C:30]([N:44]1[CH2:49][CH2:48][N:47]2[C:50]([C:53]([F:56])([F:55])[F:54])=[N:51][N:52]=[C:46]2[CH2:45]1)[CH2:31][C@@H:32]([NH2:43])[CH2:33][C:34]1[CH:39]=[C:38]([F:40])[C:37]([F:41])=[CH:36][C:35]=1[F:42]. (5) Given the reactants [O:1]([C:8]1[CH:15]=[CH:14][C:11]([CH:12]=O)=[CH:10][CH:9]=1)[C:2]1[CH:7]=[CH:6][CH:5]=[CH:4][CH:3]=1.[CH:16]1[C:25]2[C:20](=CC=CC=2)[CH:19]=[CH:18][C:17]=1[C:26](=[O:28])[CH3:27], predict the reaction product. The product is: [O:1]([C:8]1[CH:15]=[CH:14][C:11]([CH:12]=[CH:27][C:26]([C:17]2[CH:18]=[CH:19][CH:20]=[CH:25][CH:16]=2)=[O:28])=[CH:10][CH:9]=1)[C:2]1[CH:7]=[CH:6][CH:5]=[CH:4][CH:3]=1. (6) Given the reactants [F:1][C:2]([F:7])([F:6])[C:3]([OH:5])=[O:4].[NH2:8][C@@H:9]1[CH2:14][CH2:13][C@H:12]([N:15]2[CH2:19][CH2:18][CH:17]([C:20]3[NH:24][C:23]4[C:25]([C:29]([F:32])([F:31])[F:30])=[CH:26][CH:27]=[CH:28][C:22]=4[N:21]=3)[C:16]2=[O:33])[C@H:11]([CH2:34][S:35]([C:38]2[CH:43]=[CH:42][CH:41]=[CH:40][CH:39]=2)(=[O:37])=[O:36])[CH2:10]1.[CH3:44][C:45]([CH3:47])=O.C(O)(=O)C.C(O[BH-](OC(=O)C)OC(=O)C)(=O)C.[Na+], predict the reaction product. The product is: [F:1][C:2]([F:7])([F:6])[C:3]([OH:5])=[O:4].[CH:45]([NH:8][C@@H:9]1[CH2:14][CH2:13][C@H:12]([N:15]2[CH2:19][CH2:18][CH:17]([C:20]3[NH:24][C:23]4[C:25]([C:29]([F:30])([F:31])[F:32])=[CH:26][CH:27]=[CH:28][C:22]=4[N:21]=3)[C:16]2=[O:33])[C@H:11]([CH2:34][S:35]([C:38]2[CH:39]=[CH:40][CH:41]=[CH:42][CH:43]=2)(=[O:36])=[O:37])[CH2:10]1)([CH3:47])[CH3:44]. (7) Given the reactants [CH:1]1([CH2:4][N:5]2[C:9]3[CH:10]=[CH:11][C:12]([S:14]([C:17]([CH3:21])([CH3:20])[CH2:18][NH2:19])(=[O:16])=[O:15])=[CH:13][C:8]=3[N:7]=[C:6]2[CH2:22][C:23]([CH3:26])([CH3:25])[CH3:24])[CH2:3][CH2:2]1.C(N(CC)CC)C.[C:34](Cl)(=[O:36])[CH3:35], predict the reaction product. The product is: [CH:1]1([CH2:4][N:5]2[C:9]3[CH:10]=[CH:11][C:12]([S:14]([C:17]([CH3:20])([CH3:21])[CH2:18][NH:19][C:34](=[O:36])[CH3:35])(=[O:16])=[O:15])=[CH:13][C:8]=3[N:7]=[C:6]2[CH2:22][C:23]([CH3:26])([CH3:25])[CH3:24])[CH2:2][CH2:3]1. (8) Given the reactants [Cl:1][C:2]1[CH:3]=[C:4]([N:9]=[C:10]=[O:11])[CH:5]=[CH:6][C:7]=1[Cl:8].Cl.[NH2:13][CH2:14][C:15]1[CH:23]=[CH:22][CH:21]=[C:20]2[C:16]=1[CH2:17][N:18]([CH:25]1[CH2:30][CH2:29][C:28](=[O:31])[NH:27][C:26]1=[O:32])[C:19]2=[O:24].C(N(CC)CC)C, predict the reaction product. The product is: [Cl:1][C:2]1[CH:3]=[C:4]([NH:9][C:10]([NH:13][CH2:14][C:15]2[CH:23]=[CH:22][CH:21]=[C:20]3[C:16]=2[CH2:17][N:18]([CH:25]2[CH2:30][CH2:29][C:28](=[O:31])[NH:27][C:26]2=[O:32])[C:19]3=[O:24])=[O:11])[CH:5]=[CH:6][C:7]=1[Cl:8]. (9) The product is: [NH2:1][C:2]1[C:3]2[C:10]([C:11]3[S:15][CH:14]=[C:13]([C:16]([NH:57][CH2:56][CH:55]=[C:54]([CH3:58])[CH3:53])=[O:18])[CH:12]=3)=[CH:9][N:8]([C@H:19]3[C@@:23]([OH:25])([CH3:24])[CH:22]([OH:26])[CH:21]([CH2:27][OH:28])[O:20]3)[C:4]=2[N:5]=[CH:6][N:7]=1.[CH2:29]([Cl:32])[CH2:30][Cl:31].[CH:33]1[CH:34]=[CH:35][C:36]2[N:41]([OH:42])[N:40]=[N:39][C:37]=2[CH:38]=1. Given the reactants [NH2:1][C:2]1[C:3]2[C:10]([C:11]3[S:15][CH:14]=[C:13]([C:16]([OH:18])=O)[CH:12]=3)=[CH:9][N:8]([C@H:19]3[C@@:23]([OH:25])([CH3:24])[CH:22]([OH:26])[CH:21]([CH2:27][OH:28])[O:20]3)[C:4]=2[N:5]=[CH:6][N:7]=1.[CH2:29]([Cl:32])[CH2:30][Cl:31].[CH:33]1[CH:34]=[CH:35][C:36]2[N:41]([OH:42])[N:40]=[N:39][C:37]=2[CH:38]=1.CCN(C(C)C)C(C)C.Cl.[CH3:53][C:54]([CH3:58])=[CH:55][CH2:56][NH2:57], predict the reaction product. (10) Given the reactants C(OS([O-])(=O)=O)CCCCCCCCCCC.[Na+].[CH:19]([NH:22][C:23](=[O:26])[CH:24]=[CH2:25])([CH3:21])[CH3:20].[C:27]([OH:31])(=[O:30])[CH:28]=[CH2:29].C(C=CC(N)=O)C=CC(N)=O.S(OOS([O-])(=O)=O)([O-])(=O)=O.[K+].[K+], predict the reaction product. The product is: [CH:19]([NH:22][C:23](=[O:26])[CH:24]=[CH2:25])([CH3:21])[CH3:20].[C:27]([OH:31])(=[O:30])[CH:28]=[CH2:29].